This data is from Reaction yield outcomes from USPTO patents with 853,638 reactions. The task is: Predict the reaction yield, written as a fraction of the theoretical maximum amount of product (1.0 means a 100% yield; for example, 0.34 means a 34% yield). (1) The yield is 0.750. The reactants are C([O:4][CH2:5][C:6]1[O:10][N:9]=[C:8]([CH3:11])[C:7]=1[C:12]1[C:13]([C:18](=[O:26])[C:19]2[CH:24]=[CH:23][C:22]([Cl:25])=[CH:21][CH:20]=2)=[N:14][N:15]([CH3:17])[CH:16]=1)(=O)C.[OH-].[Na+].C(Cl)Cl. The product is [Cl:25][C:22]1[CH:23]=[CH:24][C:19]([C:18]([C:13]2[C:12]([C:7]3[C:8]([CH3:11])=[N:9][O:10][C:6]=3[CH2:5][OH:4])=[CH:16][N:15]([CH3:17])[N:14]=2)=[O:26])=[CH:20][CH:21]=1. The catalyst is C1COCC1. (2) The product is [C:1]([O:7][CH2:8][N:9]1[CH:13]=[C:12]([C:14]2[CH:19]=[C:18]([O:20][C:21]3[C:22]([CH3:30])=[N:23][C:24]([NH2:27])=[CH:25][CH:26]=3)[CH:17]=[CH:16][N:15]=2)[N:11]=[N:10]1)(=[O:6])[C:2]([CH3:5])([CH3:4])[CH3:3]. The yield is 0.960. The catalyst is CCOC(C)=O.[Pd]. The reactants are [C:1]([O:7][CH2:8][N:9]1[CH:13]=[C:12]([C:14]2[CH:19]=[C:18]([O:20][C:21]3[C:22]([CH3:30])=[N:23][C:24]([N+:27]([O-])=O)=[CH:25][CH:26]=3)[CH:17]=[CH:16][N:15]=2)[N:11]=[N:10]1)(=[O:6])[C:2]([CH3:5])([CH3:4])[CH3:3]. (3) The reactants are [Br:1][C:2]1[CH:9]=[CH:8][C:5]([CH:6]=O)=[C:4]([O:10][CH3:11])[CH:3]=1.[O-]S([O-])(=O)=O.[Mg+2].Br.[CH2:19]([S:26][C:27]1[CH:28]=[C:29]([CH2:33][CH2:34][NH2:35])[CH:30]=[CH:31][CH:32]=1)[C:20]1[CH:25]=[CH:24][CH:23]=[CH:22][CH:21]=1.C(N(CC)CC)C. The catalyst is CO. The product is [CH2:19]([S:26][C:27]1[CH:28]=[C:29]2[C:30](=[CH:31][CH:32]=1)[CH:6]([C:5]1[CH:8]=[CH:9][C:2]([Br:1])=[CH:3][C:4]=1[O:10][CH3:11])[NH:35][CH2:34][CH2:33]2)[C:20]1[CH:21]=[CH:22][CH:23]=[CH:24][CH:25]=1. The yield is 0.930. (4) The reactants are [NH2:1][C:2]1[CH:11]=[CH:10][C:9]([N:12]([C:17]2[C:36]([CH:37]3[CH2:39][CH2:38]3)=[CH:35][C:20]3[C:21]([C:31](=[O:34])[NH:32][CH3:33])=[C:22]([C:24]4[CH:29]=[CH:28][C:27]([F:30])=[CH:26][CH:25]=4)[O:23][C:19]=3[CH:18]=2)[S:13]([CH3:16])(=[O:15])=[O:14])=[CH:8][C:3]=1[C:4]([O:6][CH3:7])=[O:5].C1C(=O)N([Cl:47])C(=O)C1. The catalyst is CN(C=O)C.CCOC(C)=O. The product is [NH2:1][C:2]1[C:11]([Cl:47])=[CH:10][C:9]([N:12]([C:17]2[C:36]([CH:37]3[CH2:39][CH2:38]3)=[CH:35][C:20]3[C:21]([C:31](=[O:34])[NH:32][CH3:33])=[C:22]([C:24]4[CH:25]=[CH:26][C:27]([F:30])=[CH:28][CH:29]=4)[O:23][C:19]=3[CH:18]=2)[S:13]([CH3:16])(=[O:15])=[O:14])=[CH:8][C:3]=1[C:4]([O:6][CH3:7])=[O:5]. The yield is 0.990. (5) The reactants are [NH:1]1[C:5]2([CH2:10][CH2:9][NH:8][CH2:7][CH2:6]2)[C:4](=[O:11])[NH:3][C:2]1=[O:12].C(O)(=O)C.C(N(C(C)C)C(C)C)C.[CH2:26]([O:28][C:29]1[CH:30]=[C:31]([CH:34]=[CH:35][C:36]=1[CH3:37])[CH:32]=O)[CH3:27].C([BH3-])#N.[Na+]. The catalyst is C(O)C. The product is [CH2:26]([O:28][C:29]1[CH:30]=[C:31]([CH:34]=[CH:35][C:36]=1[CH3:37])[CH2:32][N:8]1[CH2:9][CH2:10][C:5]2([NH:1][C:2](=[O:12])[NH:3][C:4]2=[O:11])[CH2:6][CH2:7]1)[CH3:27]. The yield is 0.170. (6) The reactants are [NH2:1][C:2]1[C:7]([N+:8]([O-])=O)=[C:6]([C:11]2[CH:18]=[CH:17][C:14]([C:15]#[N:16])=[CH:13][CH:12]=2)[CH:5]=[CH:4][N:3]=1. The catalyst is CO.[Pd]. The product is [NH2:1][C:2]1[C:7]([NH2:8])=[C:6]([C:11]2[CH:18]=[CH:17][C:14]([C:15]#[N:16])=[CH:13][CH:12]=2)[CH:5]=[CH:4][N:3]=1. The yield is 0.990. (7) The reactants are [H-].[Na+].[F:3][CH2:4][CH2:5][OH:6].[Br:7][C:8]1[CH:9]=[C:10]([CH:13]=[CH:14][CH:15]=1)[CH2:11]Br.[Cl-].[NH4+]. The catalyst is C1COCC1. The product is [Br:7][C:8]1[CH:15]=[CH:14][CH:13]=[C:10]([CH2:11][O:6][CH2:5][CH2:4][F:3])[CH:9]=1. The yield is 0.580. (8) The reactants are [CH3:1][N:2]([C:6]1[CH:11]=[CH:10][C:9]([N+:12]([O-])=O)=[CH:8][CH:7]=1)[C:3]([NH2:5])=[O:4]. The catalyst is [Pd].C(OCC)(=O)C.CO. The product is [NH2:12][C:9]1[CH:10]=[CH:11][C:6]([N:2]([CH3:1])[C:3]([NH2:5])=[O:4])=[CH:7][CH:8]=1. The yield is 1.00. (9) The reactants are [CH3:1][O:2][C:3](=[O:15])[C:4]1[CH:9]=[CH:8][C:7]([CH2:10]Br)=[CH:6][C:5]=1[N+:12]([O-:14])=[O:13].[NH:16]([C:24]([O:26][C:27]([CH3:30])([CH3:29])[CH3:28])=[O:25])[C:17]([O:19][C:20]([CH3:23])([CH3:22])[CH3:21])=[O:18].C(=O)([O-])[O-].[Cs+].[Cs+].O. The catalyst is CC(=O)CC.[Cl-].[Na+].O.[I-].[Li+].C(OCC)(=O)C. The product is [CH3:1][O:2][C:3](=[O:15])[C:4]1[CH:9]=[CH:8][C:7]([CH2:10][N:16]([C:17]([O:19][C:20]([CH3:23])([CH3:22])[CH3:21])=[O:18])[C:24]([O:26][C:27]([CH3:28])([CH3:29])[CH3:30])=[O:25])=[CH:6][C:5]=1[N+:12]([O-:14])=[O:13]. The yield is 0.967. (10) The reactants are [O:1]1[CH:5]=[CH:4][CH:3]=[C:2]1[C:6]1[N:7]=[C:8]([NH:17]C(=O)OC(C)(C)C)[S:9][C:10]=1[C:11]([CH2:13][CH2:14][O:15][CH3:16])=[O:12]. The catalyst is FC(F)(F)C(O)=O. The product is [CH3:16][O:15][CH2:14][CH2:13][C:11]([C:10]1[S:9][C:8]([NH2:17])=[N:7][C:6]=1[C:2]1[O:1][CH:5]=[CH:4][CH:3]=1)=[O:12]. The yield is 0.870.